Dataset: Reaction yield outcomes from USPTO patents with 853,638 reactions. Task: Predict the reaction yield, written as a fraction of the theoretical maximum amount of product (1.0 means a 100% yield; for example, 0.34 means a 34% yield). (1) The reactants are [Cl:1][C:2]1[C:7]2[S:8][CH:9]=[CH:10][C:6]=2[CH:5]=[CH:4][CH:3]=1.[B:11](OC(C)C)([O:16]C(C)C)[O:12]C(C)C.[Cl-].[NH4+]. The catalyst is C1COCC1. The product is [Cl:1][C:2]1[C:7]2[S:8][C:9]([B:11]([OH:16])[OH:12])=[CH:10][C:6]=2[CH:5]=[CH:4][CH:3]=1. The yield is 0.960. (2) The reactants are [CH3:1][O:2][C:3]1[CH:4]=[C:5]2[C:10](=[CH:11][C:12]=1[O:13][CH3:14])[N:9]=[CH:8][CH:7]=[C:6]2[O:15][C:16]1[CH:22]=[CH:21][C:19]([NH2:20])=[C:18]([CH3:23])[C:17]=1[CH3:24].C1(C)C=CC=CC=1.C(N(CC)CC)C.Cl[C:40](Cl)([O:42]C(=O)OC(Cl)(Cl)Cl)Cl.[F:51][C:52]1[CH:60]=[CH:59][C:55]([CH:56]([OH:58])[CH3:57])=[CH:54][CH:53]=1. The catalyst is C(Cl)Cl. The product is [CH3:1][O:2][C:3]1[CH:4]=[C:5]2[C:10](=[CH:11][C:12]=1[O:13][CH3:14])[N:9]=[CH:8][CH:7]=[C:6]2[O:15][C:16]1[CH:22]=[CH:21][C:19]([NH:20][C:40](=[O:42])[O:58][CH:56]([C:55]2[CH:59]=[CH:60][C:52]([F:51])=[CH:53][CH:54]=2)[CH3:57])=[C:18]([CH3:23])[C:17]=1[CH3:24]. The yield is 0.720. (3) The yield is 0.880. No catalyst specified. The product is [F:1][C:2]1[N:7]2[CH:8]=[C:9]([CH2:11][N:12]([CH3:23])[C@@H:13]3[C:22]4[N:21]=[CH:20][CH:19]=[CH:18][C:17]=4[CH2:16][CH2:15][CH2:14]3)[N:10]=[C:6]2[CH:5]=[CH:4][CH:3]=1. The reactants are [F:1][C:2]1[N:7]2[CH:8]=[C:9]([CH2:11][N:12]([C@H:23](C3C=CC(OC)=CC=3)C)[C@@H:13]3[C:22]4[N:21]=[CH:20][CH:19]=[CH:18][C:17]=4[CH2:16][CH2:15][CH2:14]3)[N:10]=[C:6]2[CH:5]=[CH:4][CH:3]=1.C=O. (4) The reactants are [Si]([O:8][CH2:9][C:10]1[CH:15]=[CH:14][C:13]([C:16]2[O:17][C:18]([CH2:21][CH3:22])=[N:19][N:20]=2)=[CH:12][CH:11]=1)(C(C)(C)C)(C)C.Cl. The catalyst is CO. The product is [CH2:21]([C:18]1[O:17][C:16]([C:13]2[CH:14]=[CH:15][C:10]([CH2:9][OH:8])=[CH:11][CH:12]=2)=[N:20][N:19]=1)[CH3:22]. The yield is 0.930. (5) The reactants are [CH3:1][C:2]1[CH:3]=[C:4]([CH:8]([C:10]2[S:11][C:12]([CH3:16])=[C:13]([CH3:15])[N:14]=2)[OH:9])[O:5][C:6]=1[CH3:7]. The catalyst is C(Cl)(Cl)Cl.[O-2].[O-2].[Mn+4]. The product is [CH3:1][C:2]1[CH:3]=[C:4]([C:8]([C:10]2[S:11][C:12]([CH3:16])=[C:13]([CH3:15])[N:14]=2)=[O:9])[O:5][C:6]=1[CH3:7]. The yield is 0.970. (6) The reactants are [CH2:1]([O:8][C:9]([NH:11][C:12]1[C:13]([C:24]([O:26]CC)=[O:25])=[N:14][C:15]2[C:20]([CH:21]=1)=[CH:19][C:18]([F:22])=[C:17](Br)[CH:16]=2)=[O:10])[C:2]1[CH:7]=[CH:6][CH:5]=[CH:4][CH:3]=1.[O-]P([O-])([O-])=O.[K+].[K+].[K+].[CH:37](B1OC(C)(C)C(C)(C)O1)=[CH2:38].CC(O)=O. The catalyst is O1CCOCC1.CC(C1C=C(C(C)C)C(C2C=CC=C(P(C3CCCCC3)C3CCCCC3)C=2)=C(C(C)C)C=1)C.C1C=[C-]C(C2C(N)=CC=CC=2)=CC=1.Cl[Pd+]. The product is [CH2:1]([O:8][C:9]([NH:11][C:12]1[C:13]([C:24]([OH:26])=[O:25])=[N:14][C:15]2[C:20]([CH:21]=1)=[CH:19][C:18]([F:22])=[C:17]([CH:37]=[CH2:38])[CH:16]=2)=[O:10])[C:2]1[CH:3]=[CH:4][CH:5]=[CH:6][CH:7]=1. The yield is 0.740.